From a dataset of Catalyst prediction with 721,799 reactions and 888 catalyst types from USPTO. Predict which catalyst facilitates the given reaction. Reactant: [C:1]([C:3]1[CH:8]=[CH:7][C:6]([OH:9])=[C:5]([F:10])[CH:4]=1)#[N:2].Br[CH2:12][CH2:13][CH2:14][OH:15].C(=O)([O-])[O-].[K+].[K+]. Product: [F:10][C:5]1[CH:4]=[C:3]([CH:8]=[CH:7][C:6]=1[O:9][CH2:12][CH2:13][CH2:14][OH:15])[C:1]#[N:2]. The catalyst class is: 21.